Dataset: Reaction yield outcomes from USPTO patents with 853,638 reactions. Task: Predict the reaction yield, written as a fraction of the theoretical maximum amount of product (1.0 means a 100% yield; for example, 0.34 means a 34% yield). (1) The reactants are [CH3:1][O:2][C:3]1[CH:8]=[C:7](B2OC(C)(C)C(C)(C)O2)[CH:6]=[CH:5][N:4]=1.Cl[C:19]1[CH:20]=[N:21][C:22]([C:25]([F:28])([F:27])[F:26])=[N:23][CH:24]=1. No catalyst specified. The product is [CH3:1][O:2][C:3]1[CH:8]=[C:7]([C:19]2[CH:20]=[N:21][C:22]([C:25]([F:28])([F:27])[F:26])=[N:23][CH:24]=2)[CH:6]=[CH:5][N:4]=1. The yield is 0.460. (2) The reactants are C(OC([N:8]1[CH2:13][CH2:12][CH:11]([O:14][C:15]2[C:23]3[C:18](=[CH:19][CH:20]=[CH:21][CH:22]=3)[N:17]([C:24]3[CH:29]=[CH:28][CH:27]=[CH:26][C:25]=3[F:30])[N:16]=2)[CH2:10][CH2:9]1)=O)(C)(C)C.[ClH:31]. The catalyst is C(OCC)(=O)C.O1CCOCC1. The product is [ClH:31].[F:30][C:25]1[CH:26]=[CH:27][CH:28]=[CH:29][C:24]=1[N:17]1[C:18]2[C:23](=[CH:22][CH:21]=[CH:20][CH:19]=2)[C:15]([O:14][CH:11]2[CH2:12][CH2:13][NH:8][CH2:9][CH2:10]2)=[N:16]1. The yield is 0.550. (3) The reactants are Cl[CH:2]([CH:15]1[CH2:20][CH2:19][CH2:18][CH2:17][CH2:16]1)[C:3]1[C:7]2[CH:8]=[CH:9][C:10]([O:12][CH3:13])=[CH:11][C:6]=2[O:5][C:4]=1[CH3:14].[NH2:21][C:22]1[CH:27]=[CH:26][C:25]([C:28]([N:30]([CH3:38])[CH2:31][CH2:32][C:33]([O:35][CH2:36][CH3:37])=[O:34])=[O:29])=[CH:24][CH:23]=1.[I-].[Na+].C(=O)([O-])[O-].[Na+].[Na+].[Cl-].[NH4+]. The catalyst is CN(C)C=O. The product is [CH:15]1([CH:2]([NH:21][C:22]2[CH:23]=[CH:24][C:25]([C:28]([N:30]([CH3:38])[CH2:31][CH2:32][C:33]([O:35][CH2:36][CH3:37])=[O:34])=[O:29])=[CH:26][CH:27]=2)[C:3]2[C:7]3[CH:8]=[CH:9][C:10]([O:12][CH3:13])=[CH:11][C:6]=3[O:5][C:4]=2[CH3:14])[CH2:20][CH2:19][CH2:18][CH2:17][CH2:16]1. The yield is 0.850. (4) The reactants are [CH3:1][C:2]1[CH:11]=[CH:10][C:9]2[C:4](=[CH:5][CH:6]=[CH:7][C:8]=2[N:12]2[CH2:17][CH2:16][N:15](CCC3C=C(C=CC=3)N)[CH2:14][CH2:13]2)[N:3]=1.C(=O)([O-])[O-].[K+].[K+].Cl[CH2:34][C:35]([C:37]1[CH:38]=[C:39]([NH:43][C:44](=[O:46])[CH3:45])[CH:40]=[CH:41][CH:42]=1)=[O:36]. The catalyst is CN(C=O)C.O. The product is [CH3:1][C:2]1[CH:11]=[CH:10][C:9]2[C:4](=[CH:5][CH:6]=[CH:7][C:8]=2[N:12]2[CH2:17][CH2:16][N:15]([CH2:34][C:35]([C:37]3[CH:38]=[C:39]([NH:43][C:44](=[O:46])[CH3:45])[CH:40]=[CH:41][CH:42]=3)=[O:36])[CH2:14][CH2:13]2)[N:3]=1. The yield is 0.420. (5) The reactants are [C:1]1([CH3:22])[CH:6]=[CH:5][C:4]([NH:7][C:8]2[C:13]([NH2:14])=[C:12]([C:15]3[CH:20]=[CH:19][C:18]([CH3:21])=[CH:17][CH:16]=3)[CH:11]=[CH:10][N:9]=2)=[CH:3][CH:2]=1.[CH2:23](OC=C(C#N)C#N)C. The catalyst is C(O)(C)C. The product is [C:1]1([CH3:22])[CH:2]=[CH:3][C:4]([N:7]2[C:8]3=[N:9][CH:10]=[CH:11][C:12]([C:15]4[CH:20]=[CH:19][C:18]([CH3:21])=[CH:17][CH:16]=4)=[C:13]3[N:14]=[CH:23]2)=[CH:5][CH:6]=1. The yield is 0.840. (6) The reactants are [CH2:1]([O:8][C:9]1[C:10](=[O:29])[CH:11]=[C:12]([CH2:17][NH:18][S:19]([C:22]2[CH:27]=[CH:26][CH:25]=[C:24]([Cl:28])[CH:23]=2)(=[O:21])=[O:20])[O:13][C:14]=1[CH2:15][OH:16])[C:2]1[CH:7]=[CH:6][CH:5]=[CH:4][CH:3]=1.C(OC1C(=O)C=C(CNS(C2C=CC=CC=2)(=O)=O)OC=1C=O)C1C=CC=CC=1. No catalyst specified. The product is [CH2:1]([O:8][C:9]1[C:10](=[O:29])[CH:11]=[C:12]([CH2:17][NH:18][S:19]([C:22]2[CH:27]=[CH:26][CH:25]=[C:24]([Cl:28])[CH:23]=2)(=[O:21])=[O:20])[O:13][C:14]=1[CH:15]=[O:16])[C:2]1[CH:7]=[CH:6][CH:5]=[CH:4][CH:3]=1. The yield is 0.824. (7) The reactants are [CH3:1][O:2][C:3]1[N:8]=[CH:7][C:6]([C@@H:9]([N:18]2[CH:22]=[CH:21][N:20]([CH2:23][CH2:24][CH2:25][C:26]3[CH:35]=[CH:34][C:33]4[CH2:32][CH2:31][CH2:30][NH:29][C:28]=4[N:27]=3)[C:19]2=[O:36])[CH2:10][C:11]([O:13]C(C)(C)C)=[O:12])=[CH:5][CH:4]=1. The catalyst is S(=O)(=O)(O)O. The product is [CH3:1][O:2][C:3]1[N:8]=[CH:7][C:6]([C@@H:9]([N:18]2[CH:22]=[CH:21][N:20]([CH2:23][CH2:24][CH2:25][C:26]3[CH:35]=[CH:34][C:33]4[CH2:32][CH2:31][CH2:30][NH:29][C:28]=4[N:27]=3)[C:19]2=[O:36])[CH2:10][C:11]([OH:13])=[O:12])=[CH:5][CH:4]=1. The yield is 0.860.